The task is: Predict the product of the given reaction.. This data is from Forward reaction prediction with 1.9M reactions from USPTO patents (1976-2016). (1) Given the reactants [Cl:1][C:2]1[CH:3]=[CH:4][C:5]([NH:8][C:9](=[O:17])[C:10]2[CH:15]=[CH:14][CH:13]=[CH:12][C:11]=2[NH2:16])=[N:6][CH:7]=1.[C:18]([N:25]1[CH2:33][CH2:32][CH:28]([C:29](O)=[O:30])[CH2:27][CH2:26]1)([O:20][C:21]([CH3:24])([CH3:23])[CH3:22])=[O:19].Cl.CN(C)CCCN=C=NCC, predict the reaction product. The product is: [Cl:1][C:2]1[CH:3]=[CH:4][C:5]([NH:8][C:9](=[O:17])[C:10]2[CH:15]=[CH:14][CH:13]=[CH:12][C:11]=2[NH:16][C:29]([CH:28]2[CH2:32][CH2:33][N:25]([C:18]([O:20][C:21]([CH3:24])([CH3:23])[CH3:22])=[O:19])[CH2:26][CH2:27]2)=[O:30])=[N:6][CH:7]=1. (2) Given the reactants [Cl:1][C:2]1[CH:7]=[CH:6][C:5]([C:8]2[CH:13]=[C:12]([CH:14]3[CH2:16][CH2:15]3)[N:11]3[N:17]=[CH:18][C:19]([C:20]#[CH:21])=[C:10]3[N:9]=2)=[CH:4][CH:3]=1.Br[C:23]1[S:27][C:26]([S:28]([NH2:31])(=[O:30])=[O:29])=[CH:25][CH:24]=1, predict the reaction product. The product is: [Cl:1][C:2]1[CH:7]=[CH:6][C:5]([C:8]2[CH:13]=[C:12]([CH:14]3[CH2:16][CH2:15]3)[N:11]3[N:17]=[CH:18][C:19]([C:20]#[C:21][C:23]4[S:27][C:26]([S:28]([NH2:31])(=[O:30])=[O:29])=[CH:25][CH:24]=4)=[C:10]3[N:9]=2)=[CH:4][CH:3]=1. (3) Given the reactants [F:1][C:2]([F:46])([F:45])[C:3]1[CH:4]=[C:5]([CH:38]=[C:39]([C:41]([F:44])([F:43])[F:42])[CH:40]=1)[CH2:6][N:7]([CH2:25][C:26]1[CH:31]=[C:30]([O:32][C:33]([F:36])([F:35])[F:34])[CH:29]=[CH:28][C:27]=1[OH:37])[C:8]1[N:13]=[CH:12][C:11]([O:14][CH2:15][CH2:16][CH2:17][C:18]([O:20][C:21]([CH3:24])([CH3:23])[CH3:22])=[O:19])=[CH:10][N:9]=1.N1C=CC=CC=1.[F:53][C:54]([F:67])([F:66])[S:55](O[S:55]([C:54]([F:67])([F:66])[F:53])(=[O:57])=[O:56])(=[O:57])=[O:56].C(=O)(O)[O-].[Na+], predict the reaction product. The product is: [F:44][C:41]([F:42])([F:43])[C:39]1[CH:38]=[C:5]([CH:4]=[C:3]([C:2]([F:1])([F:45])[F:46])[CH:40]=1)[CH2:6][N:7]([CH2:25][C:26]1[CH:31]=[C:30]([O:32][C:33]([F:36])([F:35])[F:34])[CH:29]=[CH:28][C:27]=1[O:37][S:55]([C:54]([F:67])([F:66])[F:53])(=[O:57])=[O:56])[C:8]1[N:9]=[CH:10][C:11]([O:14][CH2:15][CH2:16][CH2:17][C:18]([O:20][C:21]([CH3:24])([CH3:23])[CH3:22])=[O:19])=[CH:12][N:13]=1. (4) Given the reactants [NH2:1][C:2]1[N:7]=[C:6](S(C)=O)[C:5]([C:11]2[CH:12]=[CH:13][C:14](=[O:20])[N:15]([CH:17]([CH3:19])[CH3:18])[N:16]=2)=[C:4]([C:21]2[CH:26]=[CH:25][CH:24]=[CH:23][CH:22]=2)[N:3]=1.[CH2:27]([NH2:34])[C:28]1[CH:33]=[CH:32][CH:31]=[CH:30][CH:29]=1.O.[CH3:36]N(C)C(=O)C, predict the reaction product. The product is: [NH2:1][C:2]1[N:7]=[C:6]([N:34]([CH2:27][C:28]2[CH:33]=[CH:32][CH:31]=[CH:30][CH:29]=2)[CH3:36])[C:5]([C:11]2[CH:12]=[CH:13][C:14](=[O:20])[N:15]([CH:17]([CH3:19])[CH3:18])[N:16]=2)=[C:4]([C:21]2[CH:26]=[CH:25][CH:24]=[CH:23][CH:22]=2)[N:3]=1. (5) Given the reactants [Br:1][C:2]1[CH:14]=[CH:13][C:12]2[C:11]3[C:6](=[CH:7][C:8]([Br:15])=[CH:9][CH:10]=3)[NH:5][C:4]=2[CH:3]=1.[C:25](P([C:25]([CH3:28])([CH3:27])[CH3:26])[C:25]([CH3:28])([CH3:27])[CH3:26])([CH3:28])([CH3:27])[CH3:26].C(=O)([O-])[O-].[Cs+].[Cs+].[C:35]([C:39]1[CH:40]=[CH:41][C:42]2[NH:43][C:44]3[C:49]([C:50]=2[CH:51]=1)=[CH:48][C:47]([C:52]([CH3:55])([CH3:54])[CH3:53])=[CH:46][CH:45]=3)([CH3:38])([CH3:37])[CH3:36], predict the reaction product. The product is: [Br:1][C:2]1[CH:14]=[CH:13][C:12]2[C:11]3[C:6](=[CH:7][C:8]([Br:15])=[CH:9][CH:10]=3)[NH:5][C:4]=2[CH:3]=1.[C:49]([C:14]1[CH:2]=[CH:3][C:4]2[N:5]([C:46]3[CH:47]=[CH:26][C:25]4[C:27]5[C:42](=[CH:41][C:40]([N:43]6[C:44]7[CH:45]=[CH:46][C:47]([C:52]([CH3:55])([CH3:54])[CH3:53])=[CH:48][C:49]=7[C:50]7[C:42]6=[CH:41][CH:40]=[C:39]([C:35]([CH3:38])([CH3:37])[CH3:36])[CH:51]=7)=[CH:39][CH:35]=5)[NH:43][C:28]=4[CH:45]=3)[C:6]3[C:11]([C:12]=2[CH:13]=1)=[CH:10][C:9]([C:52]([CH3:55])([CH3:54])[CH3:53])=[CH:8][CH:7]=3)([CH3:48])([CH3:44])[CH3:50]. (6) Given the reactants [Br:1][C:2]1[CH:3]=[C:4]([CH:7]=[CH:8][CH:9]=1)[CH:5]=[O:6].C[Si]([C:14]#[N:15])(C)C.C(N(CC)C(C)C)(C)C.[H-].[Al+3].[Li+].[H-].[H-].[H-], predict the reaction product. The product is: [NH2:15][CH2:14][CH:5]([C:4]1[CH:7]=[CH:8][CH:9]=[C:2]([Br:1])[CH:3]=1)[OH:6]. (7) The product is: [CH:2]([CH:15]1[C:20](=[O:21])[CH2:19][CH2:18][N:17]([CH2:24][CH2:23][C:22]#[N:25])[CH2:16]1)([C:9]1[CH:14]=[CH:13][CH:12]=[CH:11][CH:10]=1)[C:3]1[CH:4]=[CH:5][CH:6]=[CH:7][CH:8]=1. Given the reactants Cl.[CH:2]([CH:15]1[C:20](=[O:21])[CH2:19][CH2:18][NH:17][CH2:16]1)([C:9]1[CH:14]=[CH:13][CH:12]=[CH:11][CH:10]=1)[C:3]1[CH:8]=[CH:7][CH:6]=[CH:5][CH:4]=1.[C:22](#[N:25])[CH:23]=[CH2:24].C1CCN2C(=NCCC2)CC1, predict the reaction product.